This data is from Full USPTO retrosynthesis dataset with 1.9M reactions from patents (1976-2016). The task is: Predict the reactants needed to synthesize the given product. (1) Given the product [C:5]1(=[O:34])[NH:6][CH2:23][CH2:22][CH2:12][CH2:11][CH2:10][CH2:9][CH2:8][CH2:7][CH2:2][CH2:3][CH2:4]1, predict the reactants needed to synthesize it. The reactants are: N[CH2:2][CH2:3][CH2:4][CH2:5][NH2:6].[C:7](O)(=O)[CH2:8][CH2:9][CH2:10][CH2:11][C:12](O)=O.NCCCC[CH2:22][CH2:23]N.C(O)(=O)CCCCCCCC(O)=[O:34].C(O)(=O)CCCCCCCCC(O)=O.C(C(O)=O)(C(O)=O)CCCCCCCCC.C(C(O)=O)(C(O)=O)CCCCCCCCCC.C(N)CCCCCCCCCCCN.NCCCCCCCCCCCCCN.C(O)(=O)C1C=CC(C(O)=O)=CC=1.C1(CN)C=CC=C(CN)C=1.C(O)(=O)C1C=CC=C(C(O)=O)C=1.CNCCCCCCN(C)C. (2) Given the product [CH3:8][O:9][C:10]1[N:15]=[CH:14][C:13]([C:16]2[CH:25]=[CH:24][C:23]3[N:22]=[CH:21][C:20]4[N:26]([CH3:40])[C:27](=[O:39])[N:28]([C:29]5[C:30]([CH3:38])=[N:31][N:32]([CH2:34][C:35]([N:47]([CH3:48])[CH3:46])=[O:37])[CH:33]=5)[C:19]=4[C:18]=3[CH:17]=2)=[CH:12][CH:11]=1, predict the reactants needed to synthesize it. The reactants are: OC(C(F)(F)F)=O.[CH3:8][O:9][C:10]1[N:15]=[CH:14][C:13]([C:16]2[CH:25]=[CH:24][C:23]3[N:22]=[CH:21][C:20]4[N:26]([CH3:40])[C:27](=[O:39])[N:28]([C:29]5[C:30]([CH3:38])=[N:31][N:32]([CH2:34][C:35]([OH:37])=O)[CH:33]=5)[C:19]=4[C:18]=3[CH:17]=2)=[CH:12][CH:11]=1.[B-](F)(F)(F)F.[CH3:46][N:47](C(ON1C(=O)C=CC=C1)=[N+](C)C)[CH3:48].CCN(C(C)C)C(C)C.CNC.C1COCC1.